From a dataset of Full USPTO retrosynthesis dataset with 1.9M reactions from patents (1976-2016). Predict the reactants needed to synthesize the given product. (1) Given the product [CH:19]1[C:31]2[CH2:30][C:29]3[C:24](=[CH:25][CH:26]=[CH:27][CH:28]=3)[C:23]=2[CH:22]=[CH:21][C:20]=1[NH:32][C:33]([NH:18][C:10]1[CH:9]=[CH:8][C:13]([S:14]([NH2:17])(=[O:15])=[O:16])=[CH:12][CH:11]=1)=[O:34], predict the reactants needed to synthesize it. The reactants are: NC1C=CC([C:8]2[C:13]([S:14]([NH2:17])(=[O:16])=[O:15])=[CH:12][CH:11]=[C:10]([NH2:18])[CH:9]=2)=CC=1.[CH:19]1[C:31]2[CH2:30][C:29]3[C:24](=[CH:25][CH:26]=[CH:27][CH:28]=3)[C:23]=2[CH:22]=[CH:21][C:20]=1[N:32]=[C:33]=[O:34].[K+].[Br-].NC(N)=O. (2) Given the product [CH:1]([N:4]1[CH2:9][CH2:8][N:7]([C:15](=[S:16])[NH2:12])[CH2:6][CH2:5]1)([CH3:3])[CH3:2], predict the reactants needed to synthesize it. The reactants are: [CH:1]([N:4]1[CH2:9][CH2:8][NH:7][CH2:6][CH2:5]1)([CH3:3])[CH3:2].C1N=C[N:12]([C:15](N2C=NC=C2)=[S:16])C=1.N. (3) Given the product [CH:53]1([NH:56][C:3](=[O:2])[C:4]2[CH:9]=[CH:8][C:7]([O:10][CH2:11][C:12]3[C:13]([C:21]4[CH:22]=[CH:23][CH:24]=[CH:25][CH:26]=4)=[N:14][O:15][C:16]=3[C:17]([F:19])([F:18])[F:20])=[N:6][CH:5]=2)[CH2:55][CH2:54]1, predict the reactants needed to synthesize it. The reactants are: C[O:2][C:3](=O)[C:4]1[CH:9]=[CH:8][C:7]([O:10][CH2:11][C:12]2[C:13]([C:21]3[CH:26]=[CH:25][CH:24]=[CH:23][CH:22]=3)=[N:14][O:15][C:16]=2[C:17]([F:20])([F:19])[F:18])=[N:6][CH:5]=1.COC(=O)C1C=CC(OCC2C(C3C=CC(Cl)=CC=3)=NOC=2C)=NC=1.[CH:53]1([NH2:56])[CH2:55][CH2:54]1. (4) Given the product [Cl:1][C:2]1[CH:12]=[CH:11][CH:10]=[C:4]2[C:3]=1[C:8](=[O:7])[NH:15][C:5]2=[O:6], predict the reactants needed to synthesize it. The reactants are: [Cl:1][C:2]1[CH:12]=[CH:11][CH:10]=[C:4]2[C:5]([O:7][C:8](=O)[C:3]=12)=[O:6].C([NH2:15])=O. (5) Given the product [C:26]1([C:3]2[C:4]3[C:9]([N:10]4[CH2:15][CH2:14][CH:13]([CH2:16][O:17][CH2:18][CH2:19][N:20]5[CH2:24][CH2:23][CH2:22][CH2:21]5)[CH2:12][CH2:11]4)=[N:8][CH:7]=[N:6][C:5]=3[S:25][C:2]=2[NH:41][C:38](=[O:40])[CH3:39])[CH:31]=[CH:30][CH:29]=[CH:28][CH:27]=1, predict the reactants needed to synthesize it. The reactants are: Br[C:2]1[S:25][C:5]2[N:6]=[CH:7][N:8]=[C:9]([N:10]3[CH2:15][CH2:14][CH:13]([CH2:16][O:17][CH2:18][CH2:19][N:20]4[CH2:24][CH2:23][CH2:22][CH2:21]4)[CH2:12][CH2:11]3)[C:4]=2[C:3]=1[C:26]1[CH:31]=[CH:30][CH:29]=[CH:28][CH:27]=1.C(=O)([O-])[O-].[Cs+].[Cs+].[C:38]([NH2:41])(=[O:40])[CH3:39].CC1(C)C2C(=C(P(C3C=CC=CC=3)C3C=CC=CC=3)C=CC=2)OC2C(P(C3C=CC=CC=3)C3C=CC=CC=3)=CC=CC1=2. (6) Given the product [CH3:8][N:6]1[CH2:7][C@@H:3]2[C@H:4]([C:9]3[CH:18]=[CH:17][CH:16]=[C:15]([O:19][C:20]([F:23])([F:22])[F:21])[C:10]=3[C:11](=[O:12])[NH:1][CH2:2]2)[CH2:5]1, predict the reactants needed to synthesize it. The reactants are: [NH2:1][CH2:2][C@H:3]1[CH2:7][N:6]([CH3:8])[CH2:5][C@@H:4]1[C:9]1[CH:18]=[CH:17][CH:16]=[C:15]([O:19][C:20]([F:23])([F:22])[F:21])[C:10]=1[C:11](OC)=[O:12].C[O-].[Na+]. (7) Given the product [Br:1][C:2]1[C:3]([N:22]2[CH2:27][CH2:26][CH2:25][C@@H:24]([NH:28][C:29](=[O:35])[O:30][C:31]([CH3:33])([CH3:32])[CH3:34])[CH2:23]2)=[C:4]2[C:10]([NH:11][C:12](=[O:20])[C:13]3[CH:18]=[CH:17][CH:16]=[C:15]([F:19])[CH:14]=3)=[CH:9][NH:8][C:5]2=[N:6][CH:7]=1, predict the reactants needed to synthesize it. The reactants are: [Br:1][C:2]1[C:3](F)=[C:4]2[C:10]([NH:11][C:12](=[O:20])[C:13]3[CH:18]=[CH:17][CH:16]=[C:15]([F:19])[CH:14]=3)=[CH:9][NH:8][C:5]2=[N:6][CH:7]=1.[NH:22]1[CH2:27][CH2:26][CH2:25][C@@H:24]([NH:28][C:29](=[O:35])[O:30][C:31]([CH3:34])([CH3:33])[CH3:32])[CH2:23]1.CC#N.O. (8) Given the product [NH2:47][C:28]1[N:27]=[C:24]2[CH:23]=[CH:22][C:21]([O:20][C:19]3[CH:36]=[C:15]([NH:14][C:12](=[O:13])[C:8]4[CH:9]=[CH:10][CH:11]=[C:6]([C:3]([C:1]#[N:2])([CH3:5])[CH3:4])[CH:7]=4)[CH:16]=[CH:17][C:18]=3[CH3:37])=[CH:26][N:25]2[N:30]=1, predict the reactants needed to synthesize it. The reactants are: [C:1]([C:3]([C:6]1[CH:7]=[C:8]([C:12]([NH:14][C:15]2[CH:16]=[CH:17][C:18]([CH3:37])=[C:19]([CH:36]=2)[O:20][C:21]2[CH:22]=[CH:23][C:24]([NH:27][C:28]([NH:30]C(=O)OCC)=S)=[N:25][CH:26]=2)=[O:13])[CH:9]=[CH:10][CH:11]=1)([CH3:5])[CH3:4])#[N:2].C(O)C.Cl.NO.C([N:47](CC)C(C)C)(C)C. (9) Given the product [C:22]([O:12][C@@H:8]1[CH2:7][C@H:6]([C:13]2[CH:18]=[CH:17][N:16]=[CH:15][C:14]=2[N+:19]([O-:21])=[O:20])[O:5][C@H:4]([CH:1]2[CH2:2][CH2:3]2)[C@:9]1([OH:10])[CH3:11])(=[O:24])[CH3:23], predict the reactants needed to synthesize it. The reactants are: [CH:1]1([C@@H:4]2[C@@:9]([CH3:11])([OH:10])[C@H:8]([OH:12])[CH2:7][C@H:6]([C:13]3[CH:18]=[CH:17][N:16]=[CH:15][C:14]=3[N+:19]([O-:21])=[O:20])[O:5]2)[CH2:3][CH2:2]1.[C:22](OC(=O)C)(=[O:24])[CH3:23]. (10) The reactants are: [CH:1]1([CH2:4][O:5][C:6]2[N:11]=[C:10]([C:12]([OH:14])=O)[CH:9]=[CH:8][C:7]=2[N:15]2[CH2:18][C:17]([F:20])([F:19])[CH2:16]2)[CH2:3][CH2:2]1.Cl.[CH:22]1([CH2:25][NH:26][CH3:27])[CH2:24][CH2:23]1.CN(C(ON1N=NC2C=CC=CC1=2)=[N+](C)C)C.[B-](F)(F)(F)F.CCN(C(C)C)C(C)C. Given the product [CH:22]1([CH2:25][N:26]([CH3:27])[C:12]([C:10]2[CH:9]=[CH:8][C:7]([N:15]3[CH2:18][C:17]([F:20])([F:19])[CH2:16]3)=[C:6]([O:5][CH2:4][CH:1]3[CH2:2][CH2:3]3)[N:11]=2)=[O:14])[CH2:24][CH2:23]1, predict the reactants needed to synthesize it.